Dataset: Forward reaction prediction with 1.9M reactions from USPTO patents (1976-2016). Task: Predict the product of the given reaction. (1) Given the reactants CS([C:4]1[N:9]=[CH:8][N:7]=[C:6]([C:10]2[C:11]([NH:16][C:17]3[CH:18]=[C:19]([NH:24][C:25](=[O:36])[C:26]4[CH:31]=[CH:30][CH:29]=[C:28]([C:32]([F:35])([F:34])[F:33])[CH:27]=4)[CH:20]=[CH:21][C:22]=3[CH3:23])=[N:12][N:13]([CH3:15])[CH:14]=2)[CH:5]=1)=O.[N:37]1([CH2:43][CH2:44][NH2:45])[CH2:42][CH2:41][O:40][CH2:39][CH2:38]1.CS(C)=O, predict the reaction product. The product is: [CH3:23][C:22]1[CH:21]=[CH:20][C:19]([NH:24][C:25](=[O:36])[C:26]2[CH:31]=[CH:30][CH:29]=[C:28]([C:32]([F:35])([F:34])[F:33])[CH:27]=2)=[CH:18][C:17]=1[NH:16][C:11]1[C:10]([C:6]2[CH:5]=[C:4]([NH:45][CH2:44][CH2:43][N:37]3[CH2:42][CH2:41][O:40][CH2:39][CH2:38]3)[N:9]=[CH:8][N:7]=2)=[CH:14][N:13]([CH3:15])[N:12]=1. (2) Given the reactants [CH3:1][N:2]1[CH2:6][CH:5]([C:7]([OH:9])=O)[N:4]([CH3:10])[C:3]1=[O:11].C(N1CCOCC1)C.O.ON1C2C=CC=CC=2N=N1.Cl.C(N=C=NCCCN(C)C)C.[Cl:43][C:44]1[C:45]([CH3:52])=[C:46]([CH2:50][NH2:51])[CH:47]=[CH:48][CH:49]=1, predict the reaction product. The product is: [Cl:43][C:44]1[C:45]([CH3:52])=[C:46]([CH2:50][NH:51][C:7]([CH:5]2[CH2:6][N:2]([CH3:1])[C:3](=[O:11])[N:4]2[CH3:10])=[O:9])[CH:47]=[CH:48][CH:49]=1. (3) Given the reactants Cl.[Br:2][C:3]1[CH:15]=[CH:14][CH:13]=[CH:12][C:4]=1[O:5][CH:6]1[CH2:11][CH2:10][NH:9][CH2:8][CH2:7]1.Br[C:17]1[S:21][C:20]([C:22]#[N:23])=[N:19][N:18]=1.C([O-])([O-])=O.[K+].[K+], predict the reaction product. The product is: [Br:2][C:3]1[CH:15]=[CH:14][CH:13]=[CH:12][C:4]=1[O:5][CH:6]1[CH2:11][CH2:10][N:9]([C:17]2[S:21][C:20]([C:22]#[N:23])=[N:19][N:18]=2)[CH2:8][CH2:7]1. (4) The product is: [N+:1]([C:4]1[CH:12]=[C:11]2[C:7]([CH:8]=[N:9][N:10]2[CH:18]2[CH2:23][CH2:22][N:21]([C:24]([O:26][C:27]([CH3:30])([CH3:29])[CH3:28])=[O:25])[CH2:20][CH2:19]2)=[CH:6][CH:5]=1)([O-:3])=[O:2]. Given the reactants [N+:1]([C:4]1[CH:12]=[C:11]2[C:7]([CH:8]=[N:9][NH:10]2)=[CH:6][CH:5]=1)([O-:3])=[O:2].CS(O[CH:18]1[CH2:23][CH2:22][N:21]([C:24]([O:26][C:27]([CH3:30])([CH3:29])[CH3:28])=[O:25])[CH2:20][CH2:19]1)(=O)=O.C(=O)([O-])[O-].[K+].[K+], predict the reaction product. (5) Given the reactants [O:1]1[CH2:6][CH2:5][N:4]([C@H:7]2[CH2:12][CH2:11][C@H:10]([OH:13])[CH2:9][CH2:8]2)[CH2:3][CH2:2]1.[H-].[Na+].Cl[C:17]1[C:18]2[CH:25]=[CH:24][O:23][C:19]=2[N:20]=[CH:21][N:22]=1, predict the reaction product. The product is: [O:1]1[CH2:2][CH2:3][N:4]([C@H:7]2[CH2:8][CH2:9][C@H:10]([O:13][C:17]3[C:18]4[CH:25]=[CH:24][O:23][C:19]=4[N:20]=[CH:21][N:22]=3)[CH2:11][CH2:12]2)[CH2:5][CH2:6]1. (6) Given the reactants C(N(CC)C1N=C2C=CC(N)=CN2N=1)C.[CH2:16]([O:18][C:19]([C:21]1[CH:22]=[N:23][N:24]([CH3:44])[C:25]=1[C:26](=[O:43])[NH:27][C:28]1[CH:29]=[CH:30][C:31]2[N:32]([N:34]=[C:35]([N:37]3[CH2:42][CH2:41]O[CH2:39][CH2:38]3)[N:36]=2)[CH:33]=1)=[O:20])[CH3:17], predict the reaction product. The product is: [CH2:16]([O:18][C:19]([C:21]1[CH:22]=[N:23][N:24]([CH3:44])[C:25]=1[C:26](=[O:43])[NH:27][C:28]1[CH:29]=[CH:30][C:31]2[N:32]([N:34]=[C:35]([N:37]([CH2:42][CH3:41])[CH2:38][CH3:39])[N:36]=2)[CH:33]=1)=[O:20])[CH3:17]. (7) Given the reactants [Br:1][C:2]1[CH:7]=[CH:6][N:5]=[C:4]2[NH:8][CH:9]=[CH:10][C:3]=12.[C:11](O[C:11]([O:13][C:14]([CH3:17])([CH3:16])[CH3:15])=[O:12])([O:13][C:14]([CH3:17])([CH3:16])[CH3:15])=[O:12].C(N(CC)CC)C, predict the reaction product. The product is: [C:14]([O:13][C:11]([N:8]1[C:4]2=[N:5][CH:6]=[CH:7][C:2]([Br:1])=[C:3]2[CH:10]=[CH:9]1)=[O:12])([CH3:17])([CH3:16])[CH3:15].